From a dataset of CYP2C19 inhibition data for predicting drug metabolism from PubChem BioAssay. Regression/Classification. Given a drug SMILES string, predict its absorption, distribution, metabolism, or excretion properties. Task type varies by dataset: regression for continuous measurements (e.g., permeability, clearance, half-life) or binary classification for categorical outcomes (e.g., BBB penetration, CYP inhibition). Dataset: cyp2c19_veith. (1) The drug is Cc1ccc(Sc2c([N+](=O)[O-])ncn2C)cc1. The result is 1 (inhibitor). (2) The molecule is Nc1nc(-c2cccc([N+](=O)[O-])c2)cc(-c2cc(-c3cccc([N+](=O)[O-])c3)nc(N)n2)n1. The result is 0 (non-inhibitor).